From a dataset of Full USPTO retrosynthesis dataset with 1.9M reactions from patents (1976-2016). Predict the reactants needed to synthesize the given product. Given the product [ClH:23].[F:1][C:2]1[CH:22]=[CH:21][CH:20]=[CH:19][C:3]=1[O:4][CH:5]1[CH2:10][CH2:9][CH2:8][CH:7]([NH2:11])[CH2:6]1, predict the reactants needed to synthesize it. The reactants are: [F:1][C:2]1[CH:22]=[CH:21][CH:20]=[CH:19][C:3]=1[O:4][CH:5]1[CH2:10][CH2:9][CH2:8][CH:7]([NH:11]C(=O)OC(C)(C)C)[CH2:6]1.[ClH:23].